From a dataset of Blood-brain barrier permeability classification from the B3DB database. Regression/Classification. Given a drug SMILES string, predict its absorption, distribution, metabolism, or excretion properties. Task type varies by dataset: regression for continuous measurements (e.g., permeability, clearance, half-life) or binary classification for categorical outcomes (e.g., BBB penetration, CYP inhibition). Dataset: b3db_classification. (1) The result is 1 (penetrates BBB). The compound is CC(C)(Oc1ccc(CCNC(=O)c2ccccc2)cc1)C(=O)O. (2) The drug is O=C1N([C@H](O)C(Cl)(Cl)Cl)CNC1(c1ccccc1)c1ccccc1. The result is 1 (penetrates BBB). (3) The molecule is CS(=O)(=O)[C@H]1[C@H](c2ccccc2)[C@@]1(N)CO. The result is 0 (does not penetrate BBB). (4) The compound is CN(C)CCOC(c1ccc(Cl)cc1)c1ccccn1. The result is 1 (penetrates BBB). (5) The drug is CC(C)NC[C@H](O)COc1cccc2ccccc12. The result is 0 (does not penetrate BBB). (6) The molecule is CN1C(C(=O)Nc2ccccn2)=C(O)c2sc(Cl)cc2S1(=O)=O. The result is 1 (penetrates BBB).